The task is: Predict the reactants needed to synthesize the given product.. This data is from Full USPTO retrosynthesis dataset with 1.9M reactions from patents (1976-2016). (1) The reactants are: [CH3:1][C:2]([C:6]1[CH:11]=[CH:10][C:9]([CH:12]2[CH2:17][CH2:16][CH2:15][CH:14]([NH:18][CH:19]([C:21]3[C:30]4[C:25](=[CH:26][CH:27]=[CH:28][CH:29]=4)[CH:24]=[CH:23][CH:22]=3)[CH3:20])[CH2:13]2)=[CH:8][CH:7]=1)([CH3:5])[C:3]#N.[OH-:31].[Na+].C[OH:34]. Given the product [CH3:1][C:2]([C:6]1[CH:11]=[CH:10][C:9]([CH:12]2[CH2:17][CH2:16][CH2:15][CH:14]([NH:18][C@@H:19]([C:21]3[C:30]4[C:25](=[CH:26][CH:27]=[CH:28][CH:29]=4)[CH:24]=[CH:23][CH:22]=3)[CH3:20])[CH2:13]2)=[CH:8][CH:7]=1)([CH3:5])[C:3]([OH:34])=[O:31], predict the reactants needed to synthesize it. (2) Given the product [Br:1][C:2]1[CH:7]=[CH:6][C:5]2[C:8]3[N:9]([CH:10]=[C:11]([C:13]4[N:17]([CH:18]([CH3:20])[CH3:19])[N:16]=[CH:15][N:14]=4)[N:12]=3)[CH2:25][CH2:24][O:23][C:4]=2[CH:3]=1, predict the reactants needed to synthesize it. The reactants are: [Br:1][C:2]1[CH:7]=[CH:6][C:5]([C:8]2[NH:9][CH:10]=[C:11]([C:13]3[N:17]([CH:18]([CH3:20])[CH3:19])[N:16]=[CH:15][N:14]=3)[N:12]=2)=[C:4](F)[CH:3]=1.C1(=O)O[CH2:25][CH2:24][O:23]1.C(=O)([O-])[O-].[Cs+].[Cs+].O. (3) Given the product [CH:10]1([C:2]2[CH:9]=[CH:8][C:5]([CH:6]=[O:7])=[CH:4][CH:3]=2)[CH2:12][CH2:11]1, predict the reactants needed to synthesize it. The reactants are: Br[C:2]1[CH:9]=[CH:8][C:5]([CH:6]=[O:7])=[CH:4][CH:3]=1.[CH:10]1(B(O)O)[CH2:12][CH2:11]1.C1(P(C2CCCCC2)C2CCCCC2)CCCCC1. (4) Given the product [C:20]1([C:19]2[NH:26][C:14]([C:3]3[C:2]([NH2:1])=[N:7][CH:6]=[C:5]([C:8]4[CH:9]=[N:10][CH:11]=[CH:12][CH:13]=4)[N:4]=3)=[N:16][N:17]=2)[CH:25]=[CH:24][CH:23]=[CH:22][CH:21]=1, predict the reactants needed to synthesize it. The reactants are: [NH2:1][C:2]1[C:3]([C:14]([NH:16][NH2:17])=O)=[N:4][C:5]([C:8]2[CH:9]=[N:10][CH:11]=[CH:12][CH:13]=2)=[CH:6][N:7]=1.Cl.[C:19](N)(=[NH:26])[C:20]1[CH:25]=[CH:24][CH:23]=[CH:22][CH:21]=1.C([O-])C.[Na+].